Predict which catalyst facilitates the given reaction. From a dataset of Catalyst prediction with 721,799 reactions and 888 catalyst types from USPTO. (1) Reactant: [CH3:1][C:2]1[CH:14]=[C:13]([CH:15]([C:17]2[CH:22]=[CH:21][CH:20]=[CH:19][CH:18]=2)[CH3:16])[CH:12]=[CH:11][C:3]=1[C:4]([O:6]C(C)(C)C)=[O:5].FC(F)(F)C(O)=O. Product: [CH3:1][C:2]1[CH:14]=[C:13]([CH:15]([C:17]2[CH:22]=[CH:21][CH:20]=[CH:19][CH:18]=2)[CH3:16])[CH:12]=[CH:11][C:3]=1[C:4]([OH:6])=[O:5]. The catalyst class is: 4. (2) Reactant: [NH:1]1[CH:5]=[CH:4][N:3]=[CH:2]1.Cl.[CH3:7][NH:8][CH3:9].Cl.C=O.[OH-].[K+].[C:15]([O-])([O-])=O.[K+].[K+]. Product: [N:1]1([CH2:7][N:8]([CH3:15])[CH3:9])[CH:5]=[CH:4][N:3]=[CH:2]1. The catalyst class is: 6. (3) Reactant: [C:1]([C:3]1[CH:20]=[CH:19][C:6]([O:7][CH2:8][CH2:9][N:10]([CH2:16][CH:17]=O)[C:11]([N:13]([CH3:15])[CH3:14])=[O:12])=[CH:5][CH:4]=1)#[N:2].[C:21]([O:25][C:26]([N:28]1[CH2:35][CH:34]2[O:36][CH:30]([CH2:31][NH:32][CH2:33]2)[CH2:29]1)=[O:27])([CH3:24])([CH3:23])[CH3:22].C(O)(=O)C.[BH3-]C#N.[Na+]. Product: [C:21]([O:25][C:26]([N:28]1[CH2:29][CH:30]2[O:36][CH:34]([CH2:33][N:32]([CH2:17][CH2:16][N:10]([CH2:9][CH2:8][O:7][C:6]3[CH:19]=[CH:20][C:3]([C:1]#[N:2])=[CH:4][CH:5]=3)[C:11]([N:13]([CH3:15])[CH3:14])=[O:12])[CH2:31]2)[CH2:35]1)=[O:27])([CH3:24])([CH3:22])[CH3:23]. The catalyst class is: 46. (4) Product: [CH3:25][N:15]1[C:10]2[C:11](=[O:14])[N:12]([CH3:13])[C:7]([CH:2]([OH:1])[C:3]([O:5][CH3:6])=[O:4])=[C:8]([C:18]3[CH:19]=[CH:20][C:21]([CH3:24])=[CH:22][CH:23]=3)[C:9]=2[CH:17]=[CH:16]1. The catalyst class is: 47. Reactant: [OH:1][CH:2]([C:7]1[N:12]([CH3:13])[C:11](=[O:14])[C:10]2[NH:15][CH:16]=[CH:17][C:9]=2[C:8]=1[C:18]1[CH:23]=[CH:22][C:21]([CH3:24])=[CH:20][CH:19]=1)[C:3]([O:5][CH3:6])=[O:4].[C:25]([O-])([O-])=O.[Cs+].[Cs+].CI.Cl.